Task: Predict the product of the given reaction.. Dataset: Forward reaction prediction with 1.9M reactions from USPTO patents (1976-2016) (1) Given the reactants [C:1]([O:5][C:6](=[O:27])[N:7]([C:17]1[CH:22]=[C:21]([C:23]#[N:24])[C:20](Br)=[CH:19][C:18]=1[Cl:26])[CH2:8][C:9]1[CH:14]=[CH:13][C:12]([O:15][CH3:16])=[CH:11][CH:10]=1)([CH3:4])([CH3:3])[CH3:2].[C:28]([O:32][C:33](=[O:39])[NH:34][CH2:35][CH2:36][NH:37][CH3:38])([CH3:31])([CH3:30])[CH3:29].C1C=CC(P(C2C(C3C(P(C4C=CC=CC=4)C4C=CC=CC=4)=CC=C4C=3C=CC=C4)=C3C(C=CC=C3)=CC=2)C2C=CC=CC=2)=CC=1.C([O-])([O-])=O.[Cs+].[Cs+], predict the reaction product. The product is: [C:1]([O:5][C:6](=[O:27])[N:7]([C:17]1[CH:22]=[C:21]([C:23]#[N:24])[C:20]([N:37]([CH2:36][CH2:35][NH:34][C:33]([O:32][C:28]([CH3:31])([CH3:30])[CH3:29])=[O:39])[CH3:38])=[CH:19][C:18]=1[Cl:26])[CH2:8][C:9]1[CH:14]=[CH:13][C:12]([O:15][CH3:16])=[CH:11][CH:10]=1)([CH3:4])([CH3:3])[CH3:2]. (2) Given the reactants [CH:1](=O)[CH3:2].FC(F)(F)C(O)=O.[OH:11][NH:12][C:13](=[O:38])[C@@H:14]([CH:32]1[CH2:37][CH2:36][NH:35][CH2:34][CH2:33]1)[CH2:15][S:16]([N:19]1[CH2:24][CH2:23][N:22]([C:25]2[CH:30]=[CH:29][CH:28]=[CH:27][C:26]=2[CH3:31])[CH2:21][CH2:20]1)(=[O:18])=[O:17].C(O[BH-](OC(=O)C)OC(=O)C)(=O)C.[Na+], predict the reaction product. The product is: [CH2:1]([N:35]1[CH2:36][CH2:37][CH:32]([C@@H:14]([CH2:15][S:16]([N:19]2[CH2:24][CH2:23][N:22]([C:25]3[CH:30]=[CH:29][CH:28]=[CH:27][C:26]=3[CH3:31])[CH2:21][CH2:20]2)(=[O:17])=[O:18])[C:13]([NH:12][OH:11])=[O:38])[CH2:33][CH2:34]1)[CH3:2]. (3) Given the reactants [F:1][C:2]([F:22])([F:21])[C:3]1[CH:8]=[CH:7][C:6]([C:9]2[N:14]=[C:13]([C@H:15]([OH:20])[CH2:16][CH2:17][CH2:18][CH3:19])[CH:12]=[CH:11][CH:10]=2)=[CH:5][CH:4]=1.[Cl:23][C:24]1[CH:25]=[C:26]([CH:29]=[CH:30][C:31]=1O)[CH:27]=[O:28], predict the reaction product. The product is: [Cl:23][C:24]1[CH:25]=[C:26]([CH:29]=[CH:30][C:31]=1[O:20][C@H:15]([C:13]1[CH:12]=[CH:11][CH:10]=[C:9]([C:6]2[CH:5]=[CH:4][C:3]([C:2]([F:21])([F:1])[F:22])=[CH:8][CH:7]=2)[N:14]=1)[CH2:16][CH2:17][CH2:18][CH3:19])[CH:27]=[O:28]. (4) The product is: [CH:35]([C:5]1[N:6]([CH:7]2[CH2:13][CH:12]3[N:14]([CH2:15][CH2:16][C@H:17]([NH:24][C:25]([CH:27]4[CH2:28][CH2:29][C:30]([F:34])([F:33])[CH2:31][CH2:32]4)=[O:26])[C:18]4[CH:23]=[CH:22][CH:21]=[CH:20][CH:19]=4)[CH:9]([CH2:10][CH2:11]3)[CH2:8]2)[C:2]([CH3:1])=[N:3][N:4]=1)([CH3:36])[CH3:37]. Given the reactants [CH3:1][C:2]1[N:6]([C@H:7]2[CH2:13][C@H:12]3[N:14]([CH2:15][CH2:16][C@H:17]([NH:24][C:25]([CH:27]4[CH2:32][CH2:31][C:30]([F:34])([F:33])[CH2:29][CH2:28]4)=[O:26])[C:18]4[CH:19]=[CH:20][CH:21]=[CH:22][CH:23]=4)[C@H:9]([CH2:10][CH2:11]3)[CH2:8]2)[C:5]([CH:35]([CH3:37])[CH3:36])=[N:4][N:3]=1.P([O-])([O-])([O-])=O.N.CCCCCCC, predict the reaction product. (5) The product is: [CH3:1][O:2][C:3](=[O:12])[CH:4]([N:11]1[CH2:30][C:26]([O:25][C:24]2[CH:53]=[CH:54][CH:55]=[CH:56][C:23]=2[Cl:22])=[CH:27][C:28]1=[O:52])[CH2:5][C@H:6]1[CH2:7][C@H:8]([CH3:10])[CH2:9]1. Given the reactants [CH3:1][O:2][C:3](=[O:12])[CH:4]([NH2:11])[CH2:5][C@H:6]1[CH2:9][C@H:8]([CH3:10])[CH2:7]1.C(N(CC)C(C)C)(C)C.[Cl:22][C:23]1[CH:56]=[CH:55][CH:54]=[CH:53][C:24]=1[O:25][C:26]1[CH2:30]N([C@@H](CC2CCCCC2)C(NC2C=CN(CC(O)(C)C)N=2)=O)[C:28](=[O:52])[CH:27]=1, predict the reaction product. (6) Given the reactants [CH3:1][S:2][C:3]1[N:8]=[C:7](Cl)[C:6]([O:10][CH3:11])=[CH:5][N:4]=1.[CH3:12][NH2:13].C1CCCCC1.C(OCC)(=O)C, predict the reaction product. The product is: [CH3:1][S:2][C:3]1[N:8]=[C:7]([NH:13][CH3:12])[C:6]([O:10][CH3:11])=[CH:5][N:4]=1. (7) Given the reactants [N+:1]([C:4]1[C:12]2[C:11]3[CH:13]=[CH:14][CH:15]=[CH:16][C:10]=3[O:9][C:8]=2[C:7](B2OC(C)(C)C(C)(C)O2)=[CH:6][CH:5]=1)([O-:3])=[O:2].C(=O)([O-])[O-].[K+].[K+].Br[C:33]1[CH:34]=[CH:35][CH:36]=[C:37]2[C:42]=1[NH:41][C:40]([N:43]1[CH2:48][CH2:47][O:46][CH2:45][CH2:44]1)=[CH:39][C:38]2=[O:49], predict the reaction product. The product is: [N:43]1([C:40]2[NH:41][C:42]3[C:37]([C:38](=[O:49])[CH:39]=2)=[CH:36][CH:35]=[CH:34][C:33]=3[C:7]2[C:8]3[O:9][C:10]4[CH:16]=[CH:15][CH:14]=[CH:13][C:11]=4[C:12]=3[C:4]([N+:1]([O-:3])=[O:2])=[CH:5][CH:6]=2)[CH2:44][CH2:45][O:46][CH2:47][CH2:48]1. (8) Given the reactants O[C:2]1C(C)=[CH:9][CH:8]=[CH:7][C:3]=1[C:4]([OH:6])=O.I[CH3:13].[C:14](=[O:17])([O-])[O-].[K+].[K+].[CH3:20][C:21](N(C)C)=[O:22], predict the reaction product. The product is: [CH3:14][O:17][C:21](=[O:22])[C:20]1[CH:9]=[CH:8][CH:7]=[C:3]([CH3:2])[C:4]=1[O:6][CH3:13].